Dataset: Peptide-MHC class I binding affinity with 185,985 pairs from IEDB/IMGT. Task: Regression. Given a peptide amino acid sequence and an MHC pseudo amino acid sequence, predict their binding affinity value. This is MHC class I binding data. (1) The peptide sequence is RESIVCYFM. The MHC is HLA-A66:01 with pseudo-sequence HLA-A66:01. The binding affinity (normalized) is 0.213. (2) The peptide sequence is KYCWNLLQY. The MHC is HLA-A68:02 with pseudo-sequence HLA-A68:02. The binding affinity (normalized) is 0. (3) The peptide sequence is FHFKYAAAF. The MHC is Mamu-B17 with pseudo-sequence Mamu-B17. The binding affinity (normalized) is 0.921. (4) The peptide sequence is ELGFNYPEY. The MHC is HLA-A11:01 with pseudo-sequence HLA-A11:01. The binding affinity (normalized) is 0. (5) The peptide sequence is QNGALAINTF. The MHC is HLA-A30:02 with pseudo-sequence HLA-A30:02. The binding affinity (normalized) is 0. (6) The peptide sequence is HHRRTDNDS. The MHC is HLA-A02:01 with pseudo-sequence HLA-A02:01. The binding affinity (normalized) is 0.